This data is from Full USPTO retrosynthesis dataset with 1.9M reactions from patents (1976-2016). The task is: Predict the reactants needed to synthesize the given product. (1) Given the product [CH2:10]([N:6]1[C:5]2[C:12]([F:14])=[CH:13][C:2]([NH:1][CH2:20][C@@H:19]([OH:21])[C:17]([O:16][CH3:15])=[O:18])=[CH:3][C:4]=2[O:8][C:7]1=[O:9])[CH3:11], predict the reactants needed to synthesize it. The reactants are: [NH2:1][C:2]1[CH:13]=[C:12]([F:14])[C:5]2[N:6]([CH2:10][CH3:11])[C:7](=[O:9])[O:8][C:4]=2[CH:3]=1.[CH3:15][O:16][C:17]([C@@H:19]1[O:21][CH2:20]1)=[O:18].FC(F)(F)S([O-])(=O)=O.[Li+]. (2) The reactants are: Cl(O)(=O)(=O)=O.[Cl:6][C:7]1[CH:49]=[CH:48][C:10]([CH2:11][NH:12][C:13]([C:15]2[C:16](=[O:47])[C:17]3[CH:35]=[C:34]([CH2:36][N:37]([CH2:39][C@H:40]([C:42]4[O:43][CH:44]=[CH:45][CH:46]=4)[OH:41])[CH3:38])[S:33][C:18]=3[N:19]([CH2:21][CH2:22][O:23][CH2:24][CH2:25][O:26]C3CCCCO3)[CH:20]=2)=[O:14])=[CH:9][CH:8]=1. Given the product [Cl:6][C:7]1[CH:49]=[CH:48][C:10]([CH2:11][NH:12][C:13]([C:15]2[C:16](=[O:47])[C:17]3[CH:35]=[C:34]([CH2:36][N:37]([CH2:39][C@H:40]([C:42]4[O:43][CH:44]=[CH:45][CH:46]=4)[OH:41])[CH3:38])[S:33][C:18]=3[N:19]([CH2:21][CH2:22][O:23][CH2:24][CH2:25][OH:26])[CH:20]=2)=[O:14])=[CH:9][CH:8]=1, predict the reactants needed to synthesize it. (3) Given the product [I:1][C:14]1[CH:22]=[C:21](/[CH:23]=[CH:24]/[CH:25]([C:30]2[CH:35]=[C:34]([Cl:36])[C:33]([Cl:37])=[C:32]([Cl:38])[CH:31]=2)[C:26]([F:29])([F:28])[F:27])[CH:20]=[CH:19][C:15]=1[C:16]([OH:18])=[O:17], predict the reactants needed to synthesize it. The reactants are: [I-:1].[K+].CN[C@@H]1CCCC[C@H]1NC.Br[C:14]1[CH:22]=[C:21](/[CH:23]=[CH:24]/[CH:25]([C:30]2[CH:35]=[C:34]([Cl:36])[C:33]([Cl:37])=[C:32]([Cl:38])[CH:31]=2)[C:26]([F:29])([F:28])[F:27])[CH:20]=[CH:19][C:15]=1[C:16]([OH:18])=[O:17]. (4) Given the product [N:16]([CH:10]([C:7]1[CH:8]=[CH:9][C:4]([O:3][CH:2]([F:15])[F:1])=[CH:5][CH:6]=1)[CH:11]([CH3:13])[CH3:12])=[N+:17]=[N-:18], predict the reactants needed to synthesize it. The reactants are: [F:1][CH:2]([F:15])[O:3][C:4]1[CH:9]=[CH:8][C:7]([CH:10](O)[CH:11]([CH3:13])[CH3:12])=[CH:6][CH:5]=1.[N-:16]=[N+:17]=[N-:18].[Na+].